This data is from NCI-60 drug combinations with 297,098 pairs across 59 cell lines. The task is: Regression. Given two drug SMILES strings and cell line genomic features, predict the synergy score measuring deviation from expected non-interaction effect. Drug 1: CC1=C2C(C(=O)C3(C(CC4C(C3C(C(C2(C)C)(CC1OC(=O)C(C(C5=CC=CC=C5)NC(=O)C6=CC=CC=C6)O)O)OC(=O)C7=CC=CC=C7)(CO4)OC(=O)C)O)C)OC(=O)C. Drug 2: COC1=C2C(=CC3=C1OC=C3)C=CC(=O)O2. Cell line: SF-268. Synergy scores: CSS=5.79, Synergy_ZIP=-8.92, Synergy_Bliss=-13.8, Synergy_Loewe=-36.1, Synergy_HSA=-14.7.